This data is from Reaction yield outcomes from USPTO patents with 853,638 reactions. The task is: Predict the reaction yield, written as a fraction of the theoretical maximum amount of product (1.0 means a 100% yield; for example, 0.34 means a 34% yield). The reactants are [S:1]1[CH:5]=[CH:4][C:3]([C:6]2[CH:7]=[N:8][N:9]3[CH:14]=[C:13]([C:15]4[CH:20]=[CH:19][C:18]([OH:21])=[CH:17][CH:16]=4)[CH:12]=[N:11][C:10]=23)=[CH:2]1.C(=O)([O-])[O-].[Cs+].[Cs+].Cl.Cl[CH2:30][CH2:31][N:32]1[CH2:37][CH2:36][O:35][CH2:34][CH2:33]1.[I-].[Na+]. The catalyst is CN(C=O)C.O. The product is [S:1]1[CH:5]=[CH:4][C:3]([C:6]2[CH:7]=[N:8][N:9]3[CH:14]=[C:13]([C:15]4[CH:20]=[CH:19][C:18]([O:21][CH2:30][CH2:31][N:32]5[CH2:37][CH2:36][O:35][CH2:34][CH2:33]5)=[CH:17][CH:16]=4)[CH:12]=[N:11][C:10]=23)=[CH:2]1. The yield is 1.00.